Dataset: NCI-60 drug combinations with 297,098 pairs across 59 cell lines. Task: Regression. Given two drug SMILES strings and cell line genomic features, predict the synergy score measuring deviation from expected non-interaction effect. (1) Drug 1: C1CNP(=O)(OC1)N(CCCl)CCCl. Drug 2: C1C(C(OC1N2C=NC3=C2NC=NCC3O)CO)O. Cell line: UACC62. Synergy scores: CSS=17.9, Synergy_ZIP=1.73, Synergy_Bliss=6.97, Synergy_Loewe=5.30, Synergy_HSA=5.22. (2) Drug 2: CS(=O)(=O)CCNCC1=CC=C(O1)C2=CC3=C(C=C2)N=CN=C3NC4=CC(=C(C=C4)OCC5=CC(=CC=C5)F)Cl. Synergy scores: CSS=13.9, Synergy_ZIP=-8.33, Synergy_Bliss=-2.09, Synergy_Loewe=-27.1, Synergy_HSA=-3.94. Cell line: TK-10. Drug 1: COC1=NC(=NC2=C1N=CN2C3C(C(C(O3)CO)O)O)N.